Dataset: CYP1A2 inhibition data for predicting drug metabolism from PubChem BioAssay. Task: Regression/Classification. Given a drug SMILES string, predict its absorption, distribution, metabolism, or excretion properties. Task type varies by dataset: regression for continuous measurements (e.g., permeability, clearance, half-life) or binary classification for categorical outcomes (e.g., BBB penetration, CYP inhibition). Dataset: cyp1a2_veith. (1) The molecule is N#Cc1cc(-c2ccc(Cl)cc2)cnc1Sc1ccc(F)cc1. The result is 1 (inhibitor). (2) The drug is O=C1OCCC=C1[C@@H](O)CCc1ccccc1. The result is 0 (non-inhibitor). (3) The molecule is CN(C)Cc1cc(Cl)c(O)c(CN(C)C)c1. The result is 0 (non-inhibitor). (4) The drug is CN1CCN(c2ccnc(-c3cccnc3)n2)CC1. The result is 1 (inhibitor).